From a dataset of Reaction yield outcomes from USPTO patents with 853,638 reactions. Predict the reaction yield, written as a fraction of the theoretical maximum amount of product (1.0 means a 100% yield; for example, 0.34 means a 34% yield). (1) The reactants are [ClH:1].[CH2:2]1[CH2:6][O:5][C:4]2[CH:7]=[CH:8][C:9]3[CH2:10][CH2:11]/[C:12](=[CH:14]\[CH2:15][NH2:16])/[C:13]=3[C:3]1=2.[OH-].[Na+]. The catalyst is C1(C)C=CC=CC=1. The product is [ClH:1].[CH2:2]1[CH2:6][O:5][C:4]2[CH:7]=[CH:8][C:9]3[CH2:10][CH2:11][C@@H:12]([CH2:14][CH2:15][NH2:16])[C:13]=3[C:3]1=2. The yield is 0.730. (2) The reactants are [CH2:1]([C:3]1[C:4]([F:30])=[CH:5][N:6]=[C:7]2[C:12]=1[N:11]([CH2:13][CH2:14][N:15]1[CH2:20][CH2:19][CH:18]([NH:21]C(=O)OC(C)(C)C)[CH2:17][CH2:16]1)[C:10](=[O:29])[CH:9]=[CH:8]2)[CH3:2].C(O)(C(F)(F)F)=O.CC[NH+](CC)CC.CC[NH+](CC)CC.C([O-])([O-])=O. The catalyst is C(Cl)Cl.CO. The product is [NH2:21][CH:18]1[CH2:17][CH2:16][N:15]([CH2:14][CH2:13][N:11]2[C:12]3[C:7](=[N:6][CH:5]=[C:4]([F:30])[C:3]=3[CH2:1][CH3:2])[CH:8]=[CH:9][C:10]2=[O:29])[CH2:20][CH2:19]1. The yield is 0.990. (3) The reactants are C([O:3][P:4]([C:9]1[C:13]([P:14]([O:19]CC)([O:16]CC)=[O:15])=[C:12]([C:22]2[S:23][C:24]([C:27]3[S:28][CH:29]=[CH:30][CH:31]=3)=[CH:25][CH:26]=2)[S:11][C:10]=1[C:32]1[S:36][C:35]([C:37]2[S:38][CH:39]=[CH:40][CH:41]=2)=[CH:34][CH:33]=1)([O:6]CC)=[O:5])C.I[Si](C)(C)C. The catalyst is C(#N)C. The product is [P:4]([C:9]1[C:13]([P:14]([OH:19])([OH:16])=[O:15])=[C:12]([C:22]2[S:23][C:24]([C:27]3[S:28][CH:29]=[CH:30][CH:31]=3)=[CH:25][CH:26]=2)[S:11][C:10]=1[C:32]1[S:36][C:35]([C:37]2[S:38][CH:39]=[CH:40][CH:41]=2)=[CH:34][CH:33]=1)([OH:5])([OH:6])=[O:3]. The yield is 0.710. (4) The reactants are C[O:2][C:3]([C:5]1[CH:6]=[C:7]([NH:10][C:11]2[C:20]3[C:15](=[CH:16][CH:17]=[CH:18][CH:19]=3)[N:14]=[C:13]([C:21]3[CH:26]=[CH:25][CH:24]=[CH:23][CH:22]=3)[N:12]=2)[NH:8][N:9]=1)=[O:4].[OH-].[Na+].Cl. No catalyst specified. The product is [C:3]([C:5]1[CH:6]=[C:7]([NH:10][C:11]2[C:20]3[C:15](=[CH:16][CH:17]=[CH:18][CH:19]=3)[N:14]=[C:13]([C:21]3[CH:26]=[CH:25][CH:24]=[CH:23][CH:22]=3)[N:12]=2)[NH:8][N:9]=1)([OH:4])=[O:2]. The yield is 0.940. (5) The reactants are [F:1][C:2]1[CH:7]=[CH:6][C:5]([CH2:8][C:9](Cl)=[O:10])=[CH:4][CH:3]=1.[S-:12][C:13]#[N:14].[K+].[NH2:16][C:17]1[CH:37]=[CH:36][C:20]([O:21][C:22]2[CH:27]=[C:26]([NH:28][C:29]([N:31]3[CH2:35][CH2:34][CH2:33][CH2:32]3)=[O:30])[N:25]=[CH:24][N:23]=2)=[C:19]([F:38])[CH:18]=1.CCCCCC. The catalyst is C(#N)C.C(OCC)C. The product is [F:38][C:19]1[CH:18]=[C:17]([NH:16][C:13]([NH:14][C:9](=[O:10])[CH2:8][C:5]2[CH:6]=[CH:7][C:2]([F:1])=[CH:3][CH:4]=2)=[S:12])[CH:37]=[CH:36][C:20]=1[O:21][C:22]1[N:23]=[CH:24][N:25]=[C:26]([NH:28][C:29]([N:31]2[CH2:35][CH2:34][CH2:33][CH2:32]2)=[O:30])[CH:27]=1. The yield is 0.695.